Dataset: Reaction yield outcomes from USPTO patents with 853,638 reactions. Task: Predict the reaction yield, written as a fraction of the theoretical maximum amount of product (1.0 means a 100% yield; for example, 0.34 means a 34% yield). (1) The reactants are [CH3:1][C:2]1[CH:3]=[C:4]([NH2:8])[CH:5]=[N:6][CH:7]=1.[CH3:9][C:10]([O:13][C:14](O[C:14]([O:13][C:10]([CH3:12])([CH3:11])[CH3:9])=[O:15])=[O:15])([CH3:12])[CH3:11].CCOC(C)=O. The catalyst is C1COCC1. The product is [CH3:1][C:2]1[CH:3]=[C:4]([NH:8][C:14](=[O:15])[O:13][C:10]([CH3:12])([CH3:11])[CH3:9])[CH:5]=[N:6][CH:7]=1. The yield is 0.690. (2) The reactants are Br[CH2:2][C:3]1[C:4]([C:24]2[CH:29]=[CH:28][CH:27]=[C:26]([C:30]([F:33])([F:32])[F:31])[CH:25]=2)=[N:5][C:6]2[C:11]([C:12]=1[C:13]([O:15][CH3:16])=[O:14])=[CH:10][C:9]([S:17]([CH3:20])(=[O:19])=[O:18])=[C:8]([O:21][CH2:22][CH3:23])[CH:7]=2.[NH:34]1[CH2:39][CH2:38][CH:37]([N:40]2[CH2:45][CH2:44][O:43][CH2:42][CH2:41]2)[CH2:36][CH2:35]1. The catalyst is C(#N)C. The product is [CH2:22]([O:21][C:8]1[CH:7]=[C:6]2[C:11]([C:12]([C:13]([O:15][CH3:16])=[O:14])=[C:3]([CH2:2][N:34]3[CH2:39][CH2:38][CH:37]([N:40]4[CH2:45][CH2:44][O:43][CH2:42][CH2:41]4)[CH2:36][CH2:35]3)[C:4]([C:24]3[CH:29]=[CH:28][CH:27]=[C:26]([C:30]([F:33])([F:32])[F:31])[CH:25]=3)=[N:5]2)=[CH:10][C:9]=1[S:17]([CH3:20])(=[O:19])=[O:18])[CH3:23]. The yield is 0.780. (3) The catalyst is C(O)C. The reactants are [Cl:1][C:2]1[CH:23]=[C:22]([C:24]([F:27])([F:26])[F:25])[CH:21]=[CH:20][C:3]=1[CH2:4][N:5]1[C:9](/[CH:10]=[CH:11]/[C:12]([O:14]CC)=[O:13])=[CH:8][C:7]([CH:17]2[CH2:19][CH2:18]2)=[N:6]1.[OH-].[Na+].O1CCCC1. The yield is 0.860. The product is [Cl:1][C:2]1[CH:23]=[C:22]([C:24]([F:27])([F:25])[F:26])[CH:21]=[CH:20][C:3]=1[CH2:4][N:5]1[C:9](/[CH:10]=[CH:11]/[C:12]([OH:14])=[O:13])=[CH:8][C:7]([CH:17]2[CH2:19][CH2:18]2)=[N:6]1. (4) The reactants are [OH:1][CH2:2][C@H:3]([NH:6][C:7]1[N:12]=[C:11]([NH:13][CH2:14][C:15]2[CH:20]=[CH:19][C:18]([C:21]3[CH:26]=[CH:25][CH:24]=[CH:23][N:22]=3)=[CH:17][CH:16]=2)[N:10]2[N:27]=[CH:28][C:29]([CH:30]([CH3:32])[CH3:31])=[C:9]2[N:8]=1)CC.NC[C@@H](O)[CH2:36][OH:37]. No catalyst specified. The product is [OH:37][CH2:36][C@H:2]([OH:1])[CH2:3][NH:6][C:7]1[N:12]=[C:11]([NH:13][CH2:14][C:15]2[CH:20]=[CH:19][C:18]([C:21]3[CH:26]=[CH:25][CH:24]=[CH:23][N:22]=3)=[CH:17][CH:16]=2)[N:10]2[N:27]=[CH:28][C:29]([CH:30]([CH3:32])[CH3:31])=[C:9]2[N:8]=1. The yield is 0.350. (5) The reactants are [Br:1][C:2]1[C:3](=[O:10])[N:4]([CH3:9])[C:5](=[O:8])[NH:6][N:7]=1.N1C=CC=CC=1.[C:17]1([CH3:26])[CH:22]=[CH:21][CH:20]=[CH:19][C:18]=1B(O)O. The catalyst is C(Cl)Cl.C([O-])(=O)C.[Cu+2].C([O-])(=O)C. The product is [Br:1][C:2]1[C:3](=[O:10])[N:4]([CH3:9])[C:5](=[O:8])[N:6]([C:18]2[CH:19]=[CH:20][CH:21]=[CH:22][C:17]=2[CH3:26])[N:7]=1. The yield is 0.750. (6) The reactants are [CH2:1]([NH:3][C:4]1[N:9]=[C:8]([NH2:10])[C:7]([O:11][C:12]2[CH:17]=[C:16](I)[C:15]([O:19][CH3:20])=[CH:14][C:13]=2[CH:21]([CH3:23])[CH3:22])=[CH:6][N:5]=1)[CH3:2].[C:24]([Cu])#[N:25].O. The catalyst is CN(C=O)C. The product is [NH2:10][C:8]1[C:7]([O:11][C:12]2[C:13]([CH:21]([CH3:23])[CH3:22])=[CH:14][C:15]([O:19][CH3:20])=[C:16]([CH:17]=2)[C:24]#[N:25])=[CH:6][N:5]=[C:4]([NH:3][CH2:1][CH3:2])[N:9]=1. The yield is 0.710. (7) The reactants are [Cl:1][C:2]([Cl:35])([Cl:34])[CH2:3][O:4][C:5](=[O:33])[NH:6][C:7]1[CH:12]=[CH:11][N:10]([C@H:13]2[O:17][C@@H:16]([CH2:18][O:19][C:20](OC3C=CC([N+]([O-])=O)=CC=3)=[O:21])[S:15][CH2:14]2)[C:9](=[O:32])[N:8]=1.CCN(C(C)C)C(C)C.[NH2:45][CH2:46][CH2:47][NH:48][C:49](=[O:71])[CH2:50][CH2:51]/[CH:52]=[CH:53]\[CH2:54]/[CH:55]=[CH:56]\[CH2:57]/[CH:58]=[CH:59]\[CH2:60]/[CH:61]=[CH:62]\[CH2:63]/[CH:64]=[CH:65]\[CH2:66]/[CH:67]=[CH:68]\[CH2:69][CH3:70]. The catalyst is CN(C1C=CN=CC=1)C.C(Cl)Cl. The product is [Cl:1][C:2]([Cl:35])([Cl:34])[CH2:3][O:4][C:5](=[O:33])[NH:6][C:7]1[CH:12]=[CH:11][N:10]([C@H:13]2[O:17][C@@H:16]([CH2:18][O:19][C:20](=[O:21])[NH:45][CH2:46][CH2:47][NH:48][C:49](=[O:71])[CH2:50][CH2:51]/[CH:52]=[CH:53]\[CH2:54]/[CH:55]=[CH:56]\[CH2:57]/[CH:58]=[CH:59]\[CH2:60]/[CH:61]=[CH:62]\[CH2:63]/[CH:64]=[CH:65]\[CH2:66]/[CH:67]=[CH:68]\[CH2:69][CH3:70])[S:15][CH2:14]2)[C:9](=[O:32])[N:8]=1. The yield is 0.430. (8) The catalyst is CCO. The product is [CH3:11][S:10][C:4]1[N:3]=[C:2]2[NH:21][N:22]=[CH:8][C:7]2=[CH:6][N:5]=1. The yield is 0.910. The reactants are Cl[C:2]1[C:7]([CH:8]=O)=[CH:6][N:5]=[C:4]([S:10][CH3:11])[N:3]=1.CCN(C(C)C)C(C)C.[NH2:21][NH2:22]. (9) The reactants are B1(B2[CH:6]3[CH2:7][CH2:8][CH2:9][CH:2]2[CH2:3][CH2:4][CH2:5]3)[CH:6]2[CH2:7][CH2:8][CH2:9][CH:2]1[CH2:3][CH2:4][CH2:5]2.C=CCCCCCC.P([O-])([O-])([O-])=O.[K+].[K+].[K+].[CH2:35]([NH:39][C:40]1[N:45]=[C:44]([C:46]2[C:47]([C:56]3[CH:61]=[CH:60][C:59]([F:62])=[CH:58][CH:57]=3)=[N:48][N:49]3[C:54](Cl)=[CH:53][CH:52]=[CH:51][C:50]=23)[CH:43]=[CH:42][N:41]=1)[CH2:36][CH2:37][CH3:38].B. The catalyst is CN(C)C=O.C(OCC)(=O)C.C1C=CC(P(C2C=CC=CC=2)[C-]2C=CC=C2)=CC=1.C1C=CC(P(C2C=CC=CC=2)[C-]2C=CC=C2)=CC=1.Cl[Pd]Cl.[Fe+2].O1CCCC1. The product is [CH2:35]([NH:39][C:40]1[N:45]=[C:44]([C:46]2[C:47]([C:56]3[CH:61]=[CH:60][C:59]([F:62])=[CH:58][CH:57]=3)=[N:48][N:49]3[C:54]([CH2:8][CH2:9][CH2:2][CH2:3][CH2:4][CH2:5][CH2:6][CH3:7])=[CH:53][CH:52]=[CH:51][C:50]=23)[CH:43]=[CH:42][N:41]=1)[CH2:36][CH2:37][CH3:38]. The yield is 0.0800. (10) The reactants are [Cl:1][C:2]1[N:3]=[CH:4][C:5]2[CH2:6][CH2:7][CH2:8][C:9]3([C:15](=[O:16])[NH:14][C:13](=[O:17])[NH:12]3)[C:10]=2[CH:11]=1.[C:18]([O-])([O-])=O.[K+].[K+].CN(C)C=O.IC. No catalyst specified. The product is [Cl:1][C:2]1[N:3]=[CH:4][C:5]2[CH2:6][CH2:7][CH2:8][C:9]3([C:15](=[O:16])[N:14]([CH3:18])[C:13](=[O:17])[NH:12]3)[C:10]=2[CH:11]=1. The yield is 0.927.